From a dataset of Rat liver microsome stability data. Regression/Classification. Given a drug SMILES string, predict its absorption, distribution, metabolism, or excretion properties. Task type varies by dataset: regression for continuous measurements (e.g., permeability, clearance, half-life) or binary classification for categorical outcomes (e.g., BBB penetration, CYP inhibition). Dataset: rlm. (1) The compound is O=C(c1ccc2c(c1)OCCO2)c1c[nH]c(-c2c[nH]c3ccccc23)n1. The result is 0 (unstable in rat liver microsomes). (2) The drug is CC(=O)c1ccc(N2CCN(c3ccc(NC(=O)c4ccc(F)cc4)cc3C(=O)O)CC2)cc1. The result is 0 (unstable in rat liver microsomes). (3) The result is 0 (unstable in rat liver microsomes). The compound is CCOc1cc(NC(=O)C2(NC(=O)c3ccc4c(C5CCCC5)c(-c5ccc(Cl)cn5)n(C)c4c3)CCC2)ccc1C=CC(=O)O. (4) The compound is Cc1onc(-c2ccc(F)cc2)c1COc1ccc(C(=O)N2CCS(=O)(=O)CC2)cn1. The result is 1 (stable in rat liver microsomes). (5) The molecule is O=C(c1cccc(C#CCc2ccccc2)c1)N1CCN(c2ccccn2)CC1. The result is 1 (stable in rat liver microsomes). (6) The compound is Cc1ccn2c(=O)c3cc(C(=O)N[C@@H](C)c4ccccc4)c(=N)n(Cc4ccccc4)c3nc2c1. The result is 1 (stable in rat liver microsomes). (7) The molecule is O=C(Nc1ccc(S(=O)(=O)Nc2ncc(-c3ccccc3)s2)cc1)c1ccc2ccccc2c1. The result is 0 (unstable in rat liver microsomes).